This data is from Full USPTO retrosynthesis dataset with 1.9M reactions from patents (1976-2016). The task is: Predict the reactants needed to synthesize the given product. (1) Given the product [F:11][C:12]1[C:13]([CH2:28][NH:29][C@H:30]([CH:33]([CH3:35])[CH3:34])[CH2:31][OH:32])=[N:14][C:15]([C:18]2[CH2:19][C:20]3([CH2:25][CH2:26][CH:27]=2)[O:24][CH2:23][CH2:22][O:21]3)=[CH:16][CH:17]=1.[O:21]1[C:20]2([CH2:25][CH2:26][CH2:27][CH:18]([C:15]3[N:14]=[C:13]([CH2:28][NH:29][C@H:30]([CH:33]([CH3:34])[CH3:35])[CH2:31][OH:32])[C:12]([F:11])=[CH:17][CH:16]=3)[CH2:19]2)[O:24][CH2:23][CH2:22]1, predict the reactants needed to synthesize it. The reactants are: C12CC(CC1)C=C2B(O)O.[F:11][C:12]1[C:13]([CH2:28][NH:29][C@H:30]([CH:33]([CH3:35])[CH3:34])[CH2:31][OH:32])=[N:14][C:15]([C:18]2[CH2:19][C:20]3([CH2:25][CH2:26][CH:27]=2)[O:24][CH2:23][CH2:22][O:21]3)=[CH:16][CH:17]=1. (2) Given the product [Cl:15][C:16]1[CH:21]=[C:20]([F:22])[C:19]([Cl:23])=[CH:18][C:17]=1[S:24]([NH:1][C@@H:2]1[CH2:3][C@H:4]([CH3:14])[N:5]([C:7]#[N:30])[CH2:6]1)(=[O:26])=[O:25], predict the reactants needed to synthesize it. The reactants are: [NH2:1][C@H:2]1[CH2:6][N:5]([C:7](OC(C)(C)C)=O)[C@@H:4]([CH3:14])[CH2:3]1.[Cl:15][C:16]1[CH:21]=[C:20]([F:22])[C:19]([Cl:23])=[CH:18][C:17]=1[S:24](Cl)(=[O:26])=[O:25].CC[N:30](C(C)C)C(C)C.N#CBr.C(O)C(N)(CO)CO.